The task is: Regression/Classification. Given a drug SMILES string, predict its absorption, distribution, metabolism, or excretion properties. Task type varies by dataset: regression for continuous measurements (e.g., permeability, clearance, half-life) or binary classification for categorical outcomes (e.g., BBB penetration, CYP inhibition). For this dataset (solubility_aqsoldb), we predict Y.. This data is from Aqueous solubility values for 9,982 compounds from the AqSolDB database. The compound is O=C1NC(=O)C(c2ccccc2)(c2ccccc2)N1. The Y is -3.99 log mol/L.